This data is from Full USPTO retrosynthesis dataset with 1.9M reactions from patents (1976-2016). The task is: Predict the reactants needed to synthesize the given product. (1) Given the product [C:1]([O:4][CH2:5][C@:6]1([CH2:27][O:28][CH2:29][C:30]2[CH:35]=[CH:34][CH:33]=[CH:32][CH:31]=2)[O:14][C@@H:9]([N:36]2[CH:44]=[C:42]([CH3:43])[C:40](=[O:41])[NH:39][C:37]2=[O:38])[C@H:8]([O:15][C:16](=[O:18])[CH3:17])[C@@H:7]1[O:19][CH2:20][C:21]1[CH:22]=[CH:23][CH:24]=[CH:25][CH:26]=1)(=[O:3])[CH3:2], predict the reactants needed to synthesize it. The reactants are: [C:1]([O:4][CH2:5][C@:6]1([CH2:27][O:28][CH2:29][C:30]2[CH:35]=[CH:34][CH:33]=[CH:32][CH:31]=2)[O:14][CH:9](OC(=O)C)[C@H:8]([O:15][C:16](=[O:18])[CH3:17])[C@@H:7]1[O:19][CH2:20][C:21]1[CH:26]=[CH:25][CH:24]=[CH:23][CH:22]=1)(=[O:3])[CH3:2].[NH:36]1[CH:44]=[C:42]([CH3:43])[C:40](=[O:41])[NH:39][C:37]1=[O:38].O([Si](C)(C)C)S(C(F)(F)F)(=O)=O. (2) Given the product [CH2:15]([N:7]1[C:6]2[CH:17]=[C:2]([NH2:1])[CH:3]=[CH:4][C:5]=2[CH2:11][N:10]([CH2:13][CH3:14])[CH2:9][CH2:8]1)[CH3:16], predict the reactants needed to synthesize it. The reactants are: [NH2:1][C:2]1[CH:3]=[CH:4][C:5]2[C:11](=O)[N:10]([CH2:13][CH3:14])[CH2:9][CH2:8][N:7]([CH2:15][CH3:16])[C:6]=2[CH:17]=1. (3) Given the product [C:30]([C:2]1[C:3]([O:26][CH3:27])=[C:4]2[C:9](=[CH:10][CH:11]=1)[CH:8]([CH2:12][N:13]1[CH2:18][CH2:17][N:16]([C:19]([O:21][C:22]([CH3:23])([CH3:24])[CH3:25])=[O:20])[CH2:15][CH2:14]1)[O:7][CH2:6][CH2:5]2)#[N:31], predict the reactants needed to synthesize it. The reactants are: Br[C:2]1[C:3]([O:26][CH3:27])=[C:4]2[C:9](=[CH:10][CH:11]=1)[CH:8]([CH2:12][N:13]1[CH2:18][CH2:17][N:16]([C:19]([O:21][C:22]([CH3:25])([CH3:24])[CH3:23])=[O:20])[CH2:15][CH2:14]1)[O:7][CH2:6][CH2:5]2.N#N.[CH3:30][N:31](C=O)C.